This data is from Full USPTO retrosynthesis dataset with 1.9M reactions from patents (1976-2016). The task is: Predict the reactants needed to synthesize the given product. (1) The reactants are: [Br:1][C:2]1[CH:10]=[CH:9][CH:8]=[C:7]2[C:3]=1[CH2:4][C:5](=O)[NH:6]2.Cl.[OH-].[Na+].O. Given the product [Br:1][C:2]1[CH:10]=[CH:9][CH:8]=[C:7]2[C:3]=1[CH2:4][CH2:5][NH:6]2, predict the reactants needed to synthesize it. (2) Given the product [CH3:8][C:9]1([CH3:34])[CH2:18][C:17]2[C:12](=[CH:13][CH:14]=[C:15]([C:19]([NH:5][S:2]([CH3:1])(=[O:4])=[O:3])=[O:20])[CH:16]=2)[NH:11][CH:10]1[C:22]1[CH:27]=[CH:26][CH:25]=[C:24]([N:28]2[CH2:33][CH2:32][O:31][CH2:30][CH2:29]2)[CH:23]=1, predict the reactants needed to synthesize it. The reactants are: [CH3:1][S:2]([NH2:5])(=[O:4])=[O:3].[H-].[Na+].[CH3:8][C:9]1([CH3:34])[CH2:18][C:17]2[C:12](=[CH:13][CH:14]=[C:15]([C:19](O)=[O:20])[CH:16]=2)[NH:11][CH:10]1[C:22]1[CH:27]=[CH:26][CH:25]=[C:24]([N:28]2[CH2:33][CH2:32][O:31][CH2:30][CH2:29]2)[CH:23]=1.C(N1C=CN=C1)(N1C=CN=C1)=O. (3) Given the product [CH3:15][C:14]1[C:10]([C:7]2[CH:8]=[CH:9][C:4]([N+:1]([O-:3])=[O:2])=[CH:5][CH:6]=2)=[C:11]([CH3:12])[O:13][N:20]=1, predict the reactants needed to synthesize it. The reactants are: [N+:1]([C:4]1[CH:9]=[CH:8][C:7]([CH:10]([C:14](=O)[CH3:15])[C:11](=[O:13])[CH3:12])=[CH:6][CH:5]=1)([O-:3])=[O:2].Cl.NO.[N:20]1C=CC=CC=1. (4) Given the product [P:1]([OH:5])([OH:4])([OH:3])=[O:2].[P:1]([OH:5])([OH:4])([OH:3])=[O:2].[P:1]([OH:5])([OH:4])([OH:3])=[O:2].[CH3:6][N:7]1[C:13](=[O:14])[C:12]([CH3:16])([CH3:15])[C:11](=[O:17])[N:10]([CH3:18])[C:9]2[CH:19]=[C:20]([O:23][CH2:24][CH2:25][CH2:26][N:27]([CH2:35][CH2:36][N:37]3[CH2:46][CH2:45][C:44]4[C:39](=[CH:40][CH:41]=[CH:42][CH:43]=4)[C:38]3=[O:47])[CH2:28][C:29]3[CH:30]=[CH:31][N:32]=[CH:33][CH:34]=3)[CH:21]=[CH:22][C:8]1=2, predict the reactants needed to synthesize it. The reactants are: [P:1](=[O:5])([OH:4])([OH:3])[OH:2].[CH3:6][N:7]1[C:13](=[O:14])[C:12]([CH3:16])([CH3:15])[C:11](=[O:17])[N:10]([CH3:18])[C:9]2[CH:19]=[C:20]([O:23][CH2:24][CH2:25][CH2:26][N:27]([CH2:35][CH2:36][N:37]3[CH2:46][CH2:45][C:44]4[C:39](=[CH:40][CH:41]=[CH:42][CH:43]=4)[C:38]3=[O:47])[CH2:28][C:29]3[CH:34]=[CH:33][N:32]=[CH:31][CH:30]=3)[CH:21]=[CH:22][C:8]1=2. (5) Given the product [N:9]1([C:2]2[N:7]=[N:6][C:5]([NH2:8])=[CH:4][CH:3]=2)[CH2:14][CH2:13][CH2:12][CH2:11][CH2:10]1, predict the reactants needed to synthesize it. The reactants are: Cl[C:2]1[N:7]=[N:6][C:5]([NH2:8])=[CH:4][CH:3]=1.[NH:9]1[CH2:14][CH2:13][CH2:12][CH2:11][CH2:10]1. (6) Given the product [Cl:1][C:2]1[CH:3]=[CH:4][C:5]([O:35][CH3:36])=[C:6]([CH:34]=1)[CH2:7][CH:8]1[C:14](=[O:15])[N:13]([C:16]([NH:18][C@H:19]([CH2:31][CH3:32])[C:20]([NH:22][C:48]2[CH:49]=[C:50]([CH:58]=[CH:59][CH:60]=2)[C:51]([OH:53])=[O:52])=[O:21])=[O:17])[CH2:12][C:11](=[O:33])[NH:10][CH2:9]1, predict the reactants needed to synthesize it. The reactants are: [Cl:1][C:2]1[CH:3]=[CH:4][C:5]([O:35][CH3:36])=[C:6]([CH:34]=1)[CH2:7][CH:8]1[C:14](=[O:15])[N:13]([C:16]([NH:18][CH:19]([CH2:31][CH3:32])[C:20]([NH:22]CC(OC(C)(C)C)=O)=[O:21])=[O:17])[CH2:12][C:11](=[O:33])[NH:10][CH2:9]1.Cl.C(OC(=O)CN)(C)(C)C.N[C:48]1[CH:49]=[C:50]([CH:58]=[CH:59][CH:60]=1)[C:51]([O:53]C(C)(C)C)=[O:52]. (7) Given the product [Cl:32][C:29]1[S:28][C:27]([C:9]2[C:8]3[N:7]4[CH2:20][CH2:21][NH:22][C:23](=[O:24])[C:6]4=[C:5]([CH3:25])[C:4]=3[CH:3]=[C:2]([F:1])[CH:10]=2)=[CH:31][CH:30]=1, predict the reactants needed to synthesize it. The reactants are: [F:1][C:2]1[CH:10]=[C:9](B2OC(C)(C)C(C)(C)O2)[C:8]2[N:7]3[CH2:20][CH2:21][NH:22][C:23](=[O:24])[C:6]3=[C:5]([CH3:25])[C:4]=2[CH:3]=1.Br[C:27]1[S:28][C:29]([Cl:32])=[CH:30][CH:31]=1. (8) The reactants are: [NH2:1][C:2]1[S:3][C:4]([CH3:9])=[CH:5][C:6]=1[C:7]#[N:8].Cl[C:11]1[CH:16]=[CH:15][C:14]([Cl:17])=[CH:13][C:12]=1[N+:18]([O-:20])=[O:19].CS(C)=O.O[Li].O. Given the product [Cl:17][C:14]1[CH:15]=[CH:16][C:11]([NH:1][C:2]2[S:3][C:4]([CH3:9])=[CH:5][C:6]=2[C:7]#[N:8])=[C:12]([N+:18]([O-:20])=[O:19])[CH:13]=1, predict the reactants needed to synthesize it.